From a dataset of Reaction yield outcomes from USPTO patents with 853,638 reactions. Predict the reaction yield, written as a fraction of the theoretical maximum amount of product (1.0 means a 100% yield; for example, 0.34 means a 34% yield). (1) The reactants are [C:1]([O:5][C:6]([N:8]1[CH2:13][CH2:12][CH2:11][CH2:10][C@:9]1([CH3:17])[C:14]([OH:16])=O)=[O:7])([CH3:4])([CH3:3])[CH3:2].C(N(C(C)C)CC)(C)C.CN(C(ON1N=NC2C=CC=NC1=2)=[N+](C)C)C.F[P-](F)(F)(F)(F)F.[CH3:51][O:52][C@@H:53]([C@@H:71]1[CH2:75][CH2:74][CH2:73][N:72]1[C:76](=[O:95])[CH2:77][C@@H:78]([O:93][CH3:94])[C@@H:79]([N:84]([CH3:92])[C:85](=[O:91])[C@H:86]([CH:88]([CH3:90])[CH3:89])[NH2:87])[C@@H:80]([CH3:83])[CH2:81][CH3:82])[C@@H:54]([CH3:70])[C:55]([NH:57][C@H:58]([C:66]([O:68][CH3:69])=[O:67])[CH2:59][C:60]1[CH:65]=[CH:64][CH:63]=[CH:62][CH:61]=1)=[O:56]. The catalyst is ClCCl.CN(C)C=O. The product is [C:1]([O:5][C:6]([N:8]1[CH2:13][CH2:12][CH2:11][CH2:10][C@@:9]1([C:14]([NH:87][C@H:86]([C:85]([N:84]([CH3:92])[C@@H:79]([C@@H:80]([CH3:83])[CH2:81][CH3:82])[C@H:78]([O:93][CH3:94])[CH2:77][C:76]([N:72]1[CH2:73][CH2:74][CH2:75][C@H:71]1[C@H:53]([O:52][CH3:51])[C@@H:54]([CH3:70])[C:55]([NH:57][C@H:58]([C:66]([O:68][CH3:69])=[O:67])[CH2:59][C:60]1[CH:61]=[CH:62][CH:63]=[CH:64][CH:65]=1)=[O:56])=[O:95])=[O:91])[CH:88]([CH3:89])[CH3:90])=[O:16])[CH3:17])=[O:7])([CH3:2])([CH3:3])[CH3:4]. The yield is 0.480. (2) The reactants are [Cl:1][C:2]1[CH:23]=[CH:22][C:5]([O:6][C:7]([N:9]([CH3:21])[CH2:10][CH2:11][C@H:12]2[CH2:17][CH2:16][C@H:15]([C:18]([OH:20])=O)[CH2:14][CH2:13]2)=[O:8])=[CH:4][CH:3]=1.C(Cl)(=O)C(Cl)=O.[CH2:30]([O:32][C:33](=[O:38])[CH2:34][CH2:35][NH:36][CH3:37])[CH3:31].CCN(CC)CC. The catalyst is C(Cl)Cl.CN(C=O)C. The product is [CH2:30]([O:32][C:33](=[O:38])[CH2:34][CH2:35][N:36]([C:18]([C@H:15]1[CH2:14][CH2:13][C@H:12]([CH2:11][CH2:10][N:9]([C:7]([O:6][C:5]2[CH:4]=[CH:3][C:2]([Cl:1])=[CH:23][CH:22]=2)=[O:8])[CH3:21])[CH2:17][CH2:16]1)=[O:20])[CH3:37])[CH3:31]. The yield is 0.940. (3) The catalyst is CO. The yield is 0.0200. The product is [NH3:5].[CH:12]1[C:13]2[C:8](=[CH:7][C:6]([NH:5][C:3](=[O:4])[CH2:2][N:16]3[CH2:21][CH2:20][O:19][CH2:18][CH2:17]3)=[CH:15][CH:14]=2)[CH:9]=[CH:10][N:11]=1. The reactants are Cl[CH2:2][C:3]([NH:5][C:6]1[CH:7]=[C:8]2[C:13](=[CH:14][CH:15]=1)[CH:12]=[N:11][CH:10]=[CH:9]2)=[O:4].[NH:16]1[CH2:21][CH2:20][O:19][CH2:18][CH2:17]1. (4) The product is [CH3:1][S:2][C:3]1[CH:8]=[CH:7][C:6]([C:9]2([C:10]#[N:11])[CH2:17][CH2:16][O:15][CH2:14][CH2:13]2)=[CH:5][CH:4]=1. The yield is 0.770. No catalyst specified. The reactants are [CH3:1][S:2][C:3]1[CH:8]=[CH:7][C:6]([CH2:9][C:10]#[N:11])=[CH:5][CH:4]=1.Br[CH2:13][CH2:14][O:15][CH2:16][CH2:17]Br.[H-].[Na+].[I-].[K+]. (5) The reactants are C([O:5][C:6](=[O:28])[CH2:7][O:8][N:9]([CH2:20][C:21]1[CH:26]=[CH:25][C:24]([F:27])=[CH:23][CH:22]=1)[C:10]([C:12]1[CH2:13][N:14]([CH3:19])[C:15](=[O:18])[C:16]=1[OH:17])=[O:11])(C)(C)C.FC(F)(F)C(O)=O. The catalyst is ClCCl. The product is [F:27][C:24]1[CH:23]=[CH:22][C:21]([CH2:20][N:9]([C:10]([C:12]2[CH2:13][N:14]([CH3:19])[C:15](=[O:18])[C:16]=2[OH:17])=[O:11])[O:8][CH2:7][C:6]([OH:28])=[O:5])=[CH:26][CH:25]=1. The yield is 0.800. (6) The reactants are [CH2:1]([N:8]1[C:16]2[C:11](=[C:12]([O:21][CH3:22])[CH:13]=[C:14]3[CH2:20][CH2:19][CH2:18][CH2:17][C:15]3=2)[CH:10]=[C:9]1[CH2:23][CH3:24])[C:2]1[CH:7]=[CH:6][CH:5]=[CH:4][CH:3]=1.B(Br)(Br)Br.C(=O)([O-])[O-].[Cs+].[Cs+].BrC[C:37]([O:39][CH3:40])=[O:38]. The catalyst is C(Cl)Cl.O. The product is [CH3:40][O:39][C:37](=[O:38])[CH2:22][O:21][C:12]1[CH:13]=[C:14]2[CH2:20][CH2:19][CH2:18][CH2:17][C:15]2=[C:16]2[C:11]=1[CH:10]=[C:9]([CH2:23][CH3:24])[N:8]2[CH2:1][C:2]1[CH:3]=[CH:4][CH:5]=[CH:6][CH:7]=1. The yield is 0.620.